Dataset: Full USPTO retrosynthesis dataset with 1.9M reactions from patents (1976-2016). Task: Predict the reactants needed to synthesize the given product. (1) The reactants are: [NH:1]([C:25]([O:27][CH2:28][C:29]1[CH:34]=[CH:33][CH:32]=[CH:31][CH:30]=1)=[O:26])[C@H:2]([C:10]([NH:12][C@H:13]([C:18]([O:20]C(C)(C)C)=[O:19])[CH2:14][CH:15]([CH3:17])[CH3:16])=[O:11])[CH2:3][C:4]1[CH:9]=[CH:8][CH:7]=[CH:6][CH:5]=1.C(O)(C(F)(F)F)=O. Given the product [NH:1]([C:25]([O:27][CH2:28][C:29]1[CH:30]=[CH:31][CH:32]=[CH:33][CH:34]=1)=[O:26])[C@H:2]([C:10]([NH:12][C@H:13]([C:18]([OH:20])=[O:19])[CH2:14][CH:15]([CH3:17])[CH3:16])=[O:11])[CH2:3][C:4]1[CH:5]=[CH:6][CH:7]=[CH:8][CH:9]=1, predict the reactants needed to synthesize it. (2) Given the product [CH3:1][O:2][C:3](=[O:13])[C:4]1[CH:9]=[CH:8][N:7]=[C:6]([CH2:10][NH:11][CH:14]=[O:16])[C:5]=1[Cl:12], predict the reactants needed to synthesize it. The reactants are: [CH3:1][O:2][C:3](=[O:13])[C:4]1[CH:9]=[CH:8][N:7]=[C:6]([C:10]#[N:11])[C:5]=1[Cl:12].[C:14](O)(=[O:16])C. (3) Given the product [CH2:1]([O:3][C:4]([C:6]1([C:12]([OH:14])=[O:13])[CH2:10][CH2:9][C:8](=[O:11])[CH2:7]1)=[O:5])[CH3:2], predict the reactants needed to synthesize it. The reactants are: [CH2:1]([O:3][C:4]([C:6]1([C:12]([OH:14])=[O:13])[CH2:10][CH2:9][CH:8]([OH:11])[CH2:7]1)=[O:5])[CH3:2].C(O)(C)C. (4) The reactants are: [OH-].[Na+].[Br:3][C:4]1[CH:9]=[CH:8][C:7]([OH:10])=[CH:6][CH:5]=1.Cl[CH2:12][C:13](=[O:20])[CH2:14][C:15]([O:17][CH2:18][CH3:19])=[O:16].Cl. Given the product [Br:3][C:4]1[CH:9]=[CH:8][C:7]([O:10][CH2:12][C:13](=[O:20])[CH2:14][C:15]([O:17][CH2:18][CH3:19])=[O:16])=[CH:6][CH:5]=1, predict the reactants needed to synthesize it. (5) Given the product [C:9]([N:12]([CH3:38])[CH2:13][CH2:14][N:15]([CH3:37])[C:16]([C:18]1[O:19][C:20]2[C:26]([N:5]3[CH2:6][CH2:7][C@H:3]([N:2]([CH3:8])[CH3:1])[CH2:4]3)=[C:25]([C:28]3[CH:29]=[CH:30][CH:31]=[CH:32][CH:33]=3)[C:24]([CH3:34])=[C:23]([C:35]#[N:36])[C:21]=2[N:22]=1)=[O:17])(=[O:11])[CH3:10], predict the reactants needed to synthesize it. The reactants are: [CH3:1][N:2]([CH3:8])[C@H:3]1[CH2:7][CH2:6][NH:5][CH2:4]1.[C:9]([N:12]([CH3:38])[CH2:13][CH2:14][N:15]([CH3:37])[C:16]([C:18]1[O:19][C:20]2[C:26](F)=[C:25]([C:28]3[CH:33]=[CH:32][CH:31]=[CH:30][CH:29]=3)[C:24]([CH3:34])=[C:23]([C:35]#[N:36])[C:21]=2[N:22]=1)=[O:17])(=[O:11])[CH3:10].C(N(CC)CC)C.